Task: Predict which catalyst facilitates the given reaction.. Dataset: Catalyst prediction with 721,799 reactions and 888 catalyst types from USPTO (1) Reactant: [Cl:1][C:2]1[CH:7]=[CH:6][CH:5]=[CH:4][C:3]=1[S:8](Cl)(=[O:10])=[O:9].[C:12]([C:14]1[CH:19]=[CH:18][C:17]([CH2:20][CH2:21][O:22][C:23]2[CH:24]=[C:25]([NH:30][CH2:31][C:32]([O:34][CH2:35][CH3:36])=[O:33])[CH:26]=[C:27]([CH3:29])[CH:28]=2)=[CH:16][CH:15]=1)#[N:13].C([O-])(O)=O.[Na+]. Product: [Cl:1][C:2]1[CH:7]=[CH:6][CH:5]=[CH:4][C:3]=1[S:8]([N:30]([CH2:31][C:32]([O:34][CH2:35][CH3:36])=[O:33])[C:25]1[CH:26]=[C:27]([CH3:29])[CH:28]=[C:23]([O:22][CH2:21][CH2:20][C:17]2[CH:18]=[CH:19][C:14]([C:12]#[N:13])=[CH:15][CH:16]=2)[CH:24]=1)(=[O:10])=[O:9]. The catalyst class is: 17. (2) Product: [CH2:31]([C:33]1[CH:38]=[CH:37][C:36]([NH:39][C:40](=[O:41])[O:1][CH2:2][C:3]2([C:20](=[O:30])[NH:21][CH2:22][C:23]3[C:28]([CH3:29])=[CH:27][CH:26]=[CH:25][N:24]=3)[CH2:4][CH2:5][N:6]([C:9](=[O:19])[CH2:10][NH:11][C:12]([O:13][C:14]([CH3:17])([CH3:16])[CH3:15])=[O:18])[CH2:7][CH2:8]2)=[CH:35][CH:34]=1)[CH3:32]. The catalyst class is: 230. Reactant: [OH:1][CH2:2][C:3]1([C:20](=[O:30])[NH:21][CH2:22][C:23]2[C:28]([CH3:29])=[CH:27][CH:26]=[CH:25][N:24]=2)[CH2:8][CH2:7][N:6]([C:9](=[O:19])[CH2:10][NH:11][C:12](=[O:18])[O:13][C:14]([CH3:17])([CH3:16])[CH3:15])[CH2:5][CH2:4]1.[CH2:31]([C:33]1[CH:38]=[CH:37][C:36]([N:39]=[C:40]=[O:41])=[CH:35][CH:34]=1)[CH3:32]. (3) Reactant: [O:1]=[C:2]1[NH:5][C@H:4]([C:6]([O:8][CH2:9][C:10]2[CH:15]=[CH:14][CH:13]=[CH:12][CH:11]=2)=[O:7])[CH2:3]1.CN(C=O)C.N1C=CN=C1.[Si:26](Cl)([C:29]([CH3:32])([CH3:31])[CH3:30])([CH3:28])[CH3:27]. Product: [Si:26]([N:5]1[C:2](=[O:1])[CH2:3][C@H:4]1[C:6]([O:8][CH2:9][C:10]1[CH:15]=[CH:14][CH:13]=[CH:12][CH:11]=1)=[O:7])([C:29]([CH3:32])([CH3:31])[CH3:30])([CH3:28])[CH3:27]. The catalyst class is: 28. (4) Reactant: C(NC(C)C)(C)C.[Li]CCCC.[C:13]([C:17]1[CH:25]=[CH:24][C:20]([C:21]([OH:23])=[O:22])=[C:19]([CH3:26])[CH:18]=1)([CH3:16])([CH3:15])[CH3:14].C[O:28][C:29](=O)[O:30]C. Product: [C:13]([C:17]1[CH:25]=[CH:24][C:20]([C:21]([OH:23])=[O:22])=[C:19]([CH2:26][C:29]([OH:30])=[O:28])[CH:18]=1)([CH3:16])([CH3:15])[CH3:14]. The catalyst class is: 1.